Dataset: Catalyst prediction with 721,799 reactions and 888 catalyst types from USPTO. Task: Predict which catalyst facilitates the given reaction. (1) Reactant: [F-].C([N+](CCCC)(CCCC)CCCC)CCC.[N:19]1([C:22]([C:24]2[C:32]3[CH:31]=[CH:30][C:29]([C:39]4[CH:44]=[CH:43][CH:42]=[CH:41][CH:40]=4)([C:33]4[CH:38]=[CH:37][CH:36]=[CH:35][CH:34]=4)[CH2:28][C:27]=3[N:26](COCC[Si](C)(C)C)[N:25]=2)=[O:23])[CH2:21][CH2:20]1.O. Product: [N:19]1([C:22]([C:24]2[C:32]3[CH:31]=[CH:30][C:29]([C:39]4[CH:44]=[CH:43][CH:42]=[CH:41][CH:40]=4)([C:33]4[CH:34]=[CH:35][CH:36]=[CH:37][CH:38]=4)[CH2:28][C:27]=3[NH:26][N:25]=2)=[O:23])[CH2:21][CH2:20]1. The catalyst class is: 7. (2) Reactant: [Br:1][C:2]1[N:6]=[C:5](Br)[N:4]([C:8]([C:21]2[CH:26]=[CH:25][CH:24]=[CH:23][CH:22]=2)([C:15]2[CH:20]=[CH:19][CH:18]=[CH:17][CH:16]=2)[C:9]2[CH:14]=[CH:13][CH:12]=[CH:11][CH:10]=2)[N:3]=1.[Li]CCCC.[CH2:32]([O:34][C:35]1[CH:36]=[C:37]([O:52][CH:53]([CH3:55])[CH3:54])[C:38]([F:51])=[C:39]([CH:50]=1)/[CH:40]=[N:41]/[C:42]1[CH:49]=[CH:48][C:45]([C:46]#[N:47])=[CH:44][CH:43]=1)[CH3:33]. Product: [Br:1][C:2]1[N:6]=[C:5]([N:41]([CH2:40][C:39]2[CH:50]=[C:35]([O:34][CH2:32][CH3:33])[CH:36]=[C:37]([O:52][CH:53]([CH3:55])[CH3:54])[C:38]=2[F:51])[C:42]2[CH:49]=[CH:48][C:45]([C:46]#[N:47])=[CH:44][CH:43]=2)[N:4]([C:8]([C:21]2[CH:22]=[CH:23][CH:24]=[CH:25][CH:26]=2)([C:15]2[CH:16]=[CH:17][CH:18]=[CH:19][CH:20]=2)[C:9]2[CH:10]=[CH:11][CH:12]=[CH:13][CH:14]=2)[N:3]=1. The catalyst class is: 1. (3) Reactant: Br[C:2]1[CH:10]=[C:9]2[C:5]([CH:6]=[N:7][NH:8]2)=[CH:4][CH:3]=1.CCN(CC)CC.[CH3:18][O:19][C:20](=[O:46])[C@@H:21]([NH:31][C:32]([C:34]1[C:35]([CH3:45])=[N:36][C:37]([NH:41][CH2:42][C:43]#[CH:44])=[N:38][C:39]=1[CH3:40])=[O:33])[CH2:22][NH:23][C:24]([C:26]1[S:27][CH:28]=[CH:29][CH:30]=1)=[O:25]. Product: [CH3:18][O:19][C:20](=[O:46])[C@@H:21]([NH:31][C:32]([C:34]1[C:39]([CH3:40])=[N:38][C:37]([NH:41][CH2:42][C:43]#[C:44][C:2]2[CH:10]=[C:9]3[C:5]([CH:6]=[N:7][NH:8]3)=[CH:4][CH:3]=2)=[N:36][C:35]=1[CH3:45])=[O:33])[CH2:22][NH:23][C:24]([C:26]1[S:27][CH:28]=[CH:29][CH:30]=1)=[O:25]. The catalyst class is: 538. (4) Reactant: FC(F)(F)C(O)=O.[NH2:8][CH2:9][CH2:10][N:11]1[C:19]2[N:18]=[CH:17][NH:16][C:15]=2[C:14](=[O:20])[NH:13][C:12]1=[S:21].C(N(CC)CC)C.[N:29]1[C:38]2[C:33](=[CH:34][CH:35]=[CH:36][CH:37]=2)[C:32]([CH:39]=O)=[CH:31][CH:30]=1.C([BH3-])#N.[Na+]. Product: [N:29]1[C:38]2[C:33](=[CH:34][CH:35]=[CH:36][CH:37]=2)[C:32]([CH2:39][NH:8][CH2:9][CH2:10][N:11]2[C:19]3[N:18]=[CH:17][NH:16][C:15]=3[C:14](=[O:20])[NH:13][C:12]2=[S:21])=[CH:31][CH:30]=1. The catalyst class is: 130. (5) Reactant: [CH3:1][C:2]([C:8]1[CH:13]=[CH:12][C:11]([C:14](=[O:26])[NH:15][C:16]2[N:17]=[C:18]3[CH:23]=[CH:22][CH:21]=[C:20]([CH3:24])[N:19]3[CH:25]=2)=[CH:10][CH:9]=1)([CH3:7])[C:3]([O:5]C)=[O:4].[OH-].[K+]. Product: [CH3:7][C:2]([C:8]1[CH:9]=[CH:10][C:11]([C:14](=[O:26])[NH:15][C:16]2[N:17]=[C:18]3[CH:23]=[CH:22][CH:21]=[C:20]([CH3:24])[N:19]3[CH:25]=2)=[CH:12][CH:13]=1)([CH3:1])[C:3]([OH:5])=[O:4]. The catalyst class is: 83. (6) Reactant: [C:1]([C-:3]([C:10]#[N:11])[C:4](=O)[NH:5][CH2:6][CH2:7][CH3:8])#[N:2].[K+].[NH2:13][NH2:14].[OH2:15].Cl. Product: [NH2:2][C:1]1[C:3]([C:4]([NH:5][CH2:6][CH2:7][CH3:8])=[O:15])=[C:10]([NH2:11])[NH:14][N:13]=1. The catalyst class is: 6.